Dataset: HIV replication inhibition screening data with 41,000+ compounds from the AIDS Antiviral Screen. Task: Binary Classification. Given a drug SMILES string, predict its activity (active/inactive) in a high-throughput screening assay against a specified biological target. (1) The drug is CC(=O)Nc1ccc(S(=O)(=O)c2ccc(NC(C)=O)cc2)cc1. The result is 0 (inactive). (2) The molecule is CN1CC(=O)NC2C(=CN(Cc3ccccc3)c3ccccc32)C1=O. The result is 0 (inactive). (3) The molecule is CC(C(=NNc1ccccc1)c1ccc(O)cc1)C1C(=O)Oc2ccccc21. The result is 0 (inactive). (4) The compound is Brc1ccccc1C=NC12CC3CC(CC(C3)C1)C2. The result is 0 (inactive). (5) The compound is CCOC(=O)NC1=NCCS1. The result is 0 (inactive). (6) The drug is CCOC(=O)NC(=O)c1cn(CCCCCOC(=O)NCCCCCCNC(=O)OCCCCCn2cc(C(=O)NC(=O)OCC)c(=O)[nH]c2=O)c(=O)[nH]c1=O. The result is 0 (inactive). (7) The result is 0 (inactive). The molecule is COc1ccc(C=[N+]2N=C(c3ccncc3)[OH+][Cu-3]23[OH+]C(c2ccncc2)=N[N+]3=Cc2ccc(OC)c(F)c2)cc1F.